Dataset: Reaction yield outcomes from USPTO patents with 853,638 reactions. Task: Predict the reaction yield, written as a fraction of the theoretical maximum amount of product (1.0 means a 100% yield; for example, 0.34 means a 34% yield). (1) The catalyst is C1(C)C=CC=CC=1.C(OCC)(=O)C.O. The yield is 0.214. The product is [Cl:1][C:2]1[CH:7]=[CH:6][C:5]([C:13]([CH3:15])([CH3:14])[C:12]#[N:16])=[C:4]([O:9][CH3:10])[C:3]=1[F:11]. The reactants are [Cl:1][C:2]1[C:3]([F:11])=[C:4]([O:9][CH3:10])[C:5](F)=[CH:6][CH:7]=1.[C:12](#[N:16])[CH:13]([CH3:15])[CH3:14].C[Si](C)(C)[N-][Si](C)(C)C.[K+].S(=O)(=O)(O)O. (2) The product is [Cl:1][C:2]1[N:10]=[CH:9][N:8]=[C:7]2[C:3]=1[N:4]=[CH:5][N:6]2[C@H:11]1[C@H:12]([OH:19])[C@@H:13]2[O:18][Si:32]([CH:42]([CH3:44])[CH3:43])([CH:45]([CH3:47])[CH3:46])[O:33][Si:34]([CH:38]([CH3:40])[CH3:39])([CH:35]([CH3:36])[CH3:37])[O:17][CH2:16][C@H:14]2[CH2:15]1. The reactants are [Cl:1][C:2]1[N:10]=[CH:9][N:8]=[C:7]2[C:3]=1[N:4]=[CH:5][N:6]2[C@@H:11]1[CH2:15][C@H:14]([CH2:16][OH:17])[C@@H:13]([OH:18])[C@H:12]1[OH:19].N12CCCN=C1CCCCC2.Cl[Si:32]([CH:45]([CH3:47])[CH3:46])([CH:42]([CH3:44])[CH3:43])[O:33][Si:34](Cl)([CH:38]([CH3:40])[CH3:39])[CH:35]([CH3:37])[CH3:36]. The yield is 0.670. The catalyst is C(C#N)(C)=O. (3) The reactants are Cl.[F:2][C:3]1[CH:8]=[CH:7][C:6]([S:9]([C:12](CC2C=CC(C3SC=CN=3)=CC=2)([NH2:24])[C:13]2[N:18]=[C:17]([NH:19][CH2:20][C:21]([OH:23])=[O:22])[CH:16]=[CH:15][CH:14]=2)(=[O:11])=[O:10])=[CH:5][CH:4]=1.Cl.N1C=CC=C(S(C(N[CH2:60][C:61]2[CH:66]=[CH:65][C:64]([C:67]3[S:68][CH:69]=[CH:70][N:71]=3)=[CH:63][CH:62]=2)C2N=C(NCC(O)=O)C=CC=2)(=O)=O)C=1. No catalyst specified. The product is [F:2][C:3]1[CH:8]=[CH:7][C:6]([S:9]([CH:12]([NH:24][CH2:60][C:61]2[CH:62]=[CH:63][C:64]([C:67]3[S:68][CH:69]=[CH:70][N:71]=3)=[CH:65][CH:66]=2)[C:13]2[N:18]=[C:17]([NH:19][CH2:20][C:21]([OH:23])=[O:22])[CH:16]=[CH:15][CH:14]=2)(=[O:11])=[O:10])=[CH:5][CH:4]=1. The yield is 0.950. (4) The yield is 0.460. The product is [CH3:1][O:2][C:3]1[CH:4]=[C:5]2[C:6]([C@@:12]3([CH3:25])[C@H:11]([CH2:10][S:9]2)[C@:20]2([CH3:21])[C@H:15]([C:16]([CH3:23])([CH3:22])[CH2:17][CH2:18][CH2:19]2)[CH2:14][CH2:13]3)=[CH:7][CH:8]=1. The catalyst is C(Cl)Cl. The reactants are [CH3:1][O:2][C:3]1[CH:4]=[C:5]([S:9][CH2:10][C@@H:11]2[C@:20]3([CH3:21])[C@H:15]([C:16]([CH3:23])([CH3:22])[CH2:17][CH2:18][CH2:19]3)[CH2:14][CH2:13][C@@:12]2([CH3:25])O)[CH:6]=[CH:7][CH:8]=1.Cl[Sn](Cl)(Cl)Cl. (5) The reactants are Cl.[S:2]1[C:10]2[C:5](=[N:6][CH:7]=[CH:8][CH:9]=2)[N:4]=[C:3]1[O:11][C:12]1[CH:22]=[CH:21][C:15]2[C:16]([CH2:19][NH2:20])=[CH:17][O:18][C:14]=2[CH:13]=1.[Cl:23][C:24]1[CH:29]=[CH:28][C:27]([CH2:30][C:31](Cl)=[O:32])=[CH:26][CH:25]=1.CCN(CC)CC. The catalyst is C(Cl)Cl. The product is [Cl:23][C:24]1[CH:29]=[CH:28][C:27]([CH2:30][C:31]([NH:20][CH2:19][C:16]2[C:15]3[CH:21]=[CH:22][C:12]([O:11][C:3]4[S:2][C:10]5[C:5]([N:4]=4)=[N:6][CH:7]=[CH:8][CH:9]=5)=[CH:13][C:14]=3[O:18][CH:17]=2)=[O:32])=[CH:26][CH:25]=1. The yield is 0.350. (6) The catalyst is O. The reactants are [CH3:1][O:2][C:3]1[CH:18]=[CH:17][C:6]([CH2:7][N:8]2[C:12](=[O:13])[CH2:11][CH:10](C(N)=O)[CH2:9]2)=[CH:5][CH:4]=1.C(OI(OC(=O)C)C1C=CC=CC=1)(=O)C.Cl.CC#[N:37]. The product is [NH2:37][CH:10]1[CH2:9][N:8]([CH2:7][C:6]2[CH:17]=[CH:18][C:3]([O:2][CH3:1])=[CH:4][CH:5]=2)[C:12](=[O:13])[CH2:11]1. The yield is 0.632. (7) The reactants are [H-].[Na+].[F:3][C:4]1[CH:5]=[C:6]([CH:11]([OH:16])[C:12]([F:15])([F:14])[F:13])[CH:7]=[CH:8][C:9]=1[F:10].[Cl:17][C:18]1[CH:23]=[C:22](Cl)[N:21]=[CH:20][N:19]=1. The catalyst is C1COCC1. The product is [Cl:17][C:18]1[CH:23]=[C:22]([O:16][CH:11]([C:6]2[CH:7]=[CH:8][C:9]([F:10])=[C:4]([F:3])[CH:5]=2)[C:12]([F:13])([F:14])[F:15])[N:21]=[CH:20][N:19]=1. The yield is 0.700. (8) The reactants are [N:1]1[C:10]2[C:5](=[CH:6][CH:7]=[CH:8][CH:9]=2)[CH:4]=[CH:3][C:2]=1[CH2:11][CH2:12][N:13]1C(=O)CCC1=O.NN. The catalyst is CO. The product is [N:1]1[C:10]2[C:5](=[CH:6][CH:7]=[CH:8][CH:9]=2)[CH:4]=[CH:3][C:2]=1[CH2:11][CH2:12][NH2:13]. The yield is 0.430. (9) The reactants are [CH:1]1([C:7]2[C:8]3[CH:25]=[CH:24][C:23]([C:26]([O:28][CH3:29])=[O:27])=[CH:22][C:9]=3[N:10]3[C:16]=2[C:15]2[CH:17]=[CH:18][C:19]([OH:21])=[CH:20][C:14]=2[O:13][CH2:12][CH2:11]3)[CH2:6][CH2:5][CH2:4][CH2:3][CH2:2]1.C(=O)([O-])[O-].[K+].[K+].[CH2:36](Br)[C:37]1[CH:42]=[CH:41][CH:40]=[CH:39][CH:38]=1.C(=O)([O-])O.[Na+]. The catalyst is CN(C)C=O. The product is [CH2:36]([O:21][C:19]1[CH:18]=[CH:17][C:15]2[C:16]3[N:10]([CH2:11][CH2:12][O:13][C:14]=2[CH:20]=1)[C:9]1[CH:22]=[C:23]([C:26]([O:28][CH3:29])=[O:27])[CH:24]=[CH:25][C:8]=1[C:7]=3[CH:1]1[CH2:2][CH2:3][CH2:4][CH2:5][CH2:6]1)[C:37]1[CH:42]=[CH:41][CH:40]=[CH:39][CH:38]=1. The yield is 0.940.